Dataset: Peptide-MHC class II binding affinity with 134,281 pairs from IEDB. Task: Regression. Given a peptide amino acid sequence and an MHC pseudo amino acid sequence, predict their binding affinity value. This is MHC class II binding data. (1) The peptide sequence is APWLDLVRKLGVLAG. The MHC is HLA-DQA10501-DQB10301 with pseudo-sequence HLA-DQA10501-DQB10301. The binding affinity (normalized) is 0.311. (2) The peptide sequence is LKRLWKMLDPRQGLA. The MHC is DRB3_0301 with pseudo-sequence DRB3_0301. The binding affinity (normalized) is 0.441. (3) The peptide sequence is YDKFLANVSTVLTGI. The MHC is DRB1_1302 with pseudo-sequence DRB1_1302. The binding affinity (normalized) is 0.899. (4) The peptide sequence is AEEVKVIPAGELQVI. The MHC is DRB1_1302 with pseudo-sequence DRB1_1302. The binding affinity (normalized) is 0.416.